This data is from Forward reaction prediction with 1.9M reactions from USPTO patents (1976-2016). The task is: Predict the product of the given reaction. (1) Given the reactants [Br-].[C:2]([O:19]C(C[O:19][C:2](=[O:18])[CH2:3][CH2:4][CH2:5][CH2:6][CH2:7][CH2:8][CH2:9][CH2:10][CH2:11][CH2:12][CH2:13][CH2:14][CH2:15][CH2:16][CH3:17])C[N+](CCCCCCCCCCCCO)(C)C)(=[O:18])[CH2:3][CH2:4][CH2:5][CH2:6][CH2:7][CH2:8][CH2:9][CH2:10][CH2:11][CH2:12][CH2:13][CH2:14][CH2:15][CH2:16][CH3:17].CC1(C)N([O])C(C)(C)CCC1.[K+].[Br-].C([O-])(O)=O.[Na+], predict the reaction product. The product is: [C:2]([OH:19])(=[O:18])[CH2:3][CH2:4][CH2:5][CH2:6][CH2:7][CH2:8][CH2:9][CH2:10][CH2:11][CH2:12][CH2:13][CH2:14][CH2:15][CH2:16][CH3:17]. (2) Given the reactants Br[C:2]1[N:6]2[CH:7]=[C:8]([C:11]3[C:12]([N:31]([CH3:36])[S:32]([CH3:35])(=[O:34])=[O:33])=[CH:13][C:14]4[O:18][C:17]([C:19]5[CH:24]=[CH:23][C:22]([F:25])=[CH:21][CH:20]=5)=[C:16]([C:26]([NH:28][CH3:29])=[O:27])[C:15]=4[CH:30]=3)[CH:9]=[CH:10][C:5]2=[N:4][N:3]=1.[F:37][C:38]1[CH:43]=[CH:42][C:41](B(O)O)=[CH:40][CH:39]=1.[O-]P([O-])([O-])=O.[K+].[K+].[K+], predict the reaction product. The product is: [F:25][C:22]1[CH:21]=[CH:20][C:19]([C:17]2[O:18][C:14]3[CH:13]=[C:12]([N:31]([CH3:36])[S:32]([CH3:35])(=[O:34])=[O:33])[C:11]([C:8]4[CH:9]=[CH:10][C:5]5[N:6]([C:2]([C:41]6[CH:42]=[CH:43][C:38]([F:37])=[CH:39][CH:40]=6)=[N:3][N:4]=5)[CH:7]=4)=[CH:30][C:15]=3[C:16]=2[C:26]([NH:28][CH3:29])=[O:27])=[CH:24][CH:23]=1. (3) Given the reactants FC(F)(F)S(O[Si](C)(C)C)(=O)=O.[Si:13]([O:20][CH:21]([C:50]1[CH:55]=[CH:54][C:53]([C:56]#[N:57])=[CH:52][CH:51]=1)[C:22]([O:24][CH2:25][C:26]1[N:27]=[CH:28][N:29]([C:31]([C:44]2[CH:49]=[CH:48][CH:47]=[CH:46][CH:45]=2)([C:38]2[CH:43]=[CH:42][CH:41]=[CH:40][CH:39]=2)[C:32]2[CH:37]=[CH:36][CH:35]=[CH:34][CH:33]=2)[CH:30]=1)=O)([C:16]([CH3:19])([CH3:18])[CH3:17])([CH3:15])[CH3:14].C([SiH](CC)CC)C, predict the reaction product. The product is: [Si:13]([O:20][CH:21]([C:50]1[CH:55]=[CH:54][C:53]([C:56]#[N:57])=[CH:52][CH:51]=1)[CH2:22][O:24][CH2:25][C:26]1[N:27]=[CH:28][N:29]([C:31]([C:44]2[CH:45]=[CH:46][CH:47]=[CH:48][CH:49]=2)([C:38]2[CH:39]=[CH:40][CH:41]=[CH:42][CH:43]=2)[C:32]2[CH:37]=[CH:36][CH:35]=[CH:34][CH:33]=2)[CH:30]=1)([C:16]([CH3:19])([CH3:17])[CH3:18])([CH3:15])[CH3:14].